Dataset: Full USPTO retrosynthesis dataset with 1.9M reactions from patents (1976-2016). Task: Predict the reactants needed to synthesize the given product. (1) Given the product [CH3:13][O:10][C:9](=[O:11])[CH2:8][C:4]1[CH:5]=[CH:6][CH:7]=[C:2]([OH:1])[CH:3]=1, predict the reactants needed to synthesize it. The reactants are: [OH:1][C:2]1[CH:3]=[C:4]([CH2:8][C:9]([OH:11])=[O:10])[CH:5]=[CH:6][CH:7]=1.Cl.[CH3:13]O. (2) Given the product [C:11]1([C:2]2[CH:3]=[N:4][CH:5]=[C:6]([CH:10]=2)[C:7]([OH:9])=[O:8])[CH:16]=[CH:15][CH:14]=[CH:13][CH:12]=1, predict the reactants needed to synthesize it. The reactants are: Br[C:2]1[CH:3]=[N:4][CH:5]=[C:6]([CH:10]=1)[C:7]([OH:9])=[O:8].[C:11]1(B(O)O)[CH:16]=[CH:15][CH:14]=[CH:13][CH:12]=1.C(=O)([O-])[O-].[Na+].[Na+].C1(C)C=CC=CC=1. (3) The reactants are: [CH3:1][C:2]1[C:10]2[C:9]([C:11]([OH:13])=O)=[CH:8][C:7]([CH3:14])=[N:6][C:5]=2[N:4]([C:15]2[CH:20]=[CH:19][CH:18]=[CH:17][CH:16]=2)[N:3]=1.[NH2:21][C:22]1[C:23]([CH3:29])=[N:24][CH:25]=[CH:26][C:27]=1[CH3:28].N1C=CC=CC=1.P(Cl)(Cl)(Cl)=O. Given the product [CH3:29][C:23]1[C:22]([NH:21][C:11]([C:9]2[C:10]3[C:2]([CH3:1])=[N:3][N:4]([C:15]4[CH:20]=[CH:19][CH:18]=[CH:17][CH:16]=4)[C:5]=3[N:6]=[C:7]([CH3:14])[CH:8]=2)=[O:13])=[C:27]([CH3:28])[CH:26]=[CH:25][N:24]=1, predict the reactants needed to synthesize it.